The task is: Predict the reactants needed to synthesize the given product.. This data is from Full USPTO retrosynthesis dataset with 1.9M reactions from patents (1976-2016). (1) Given the product [NH2:31][C:22]1[CH:23]=[N:24][C:25]2[C:30]([C:21]=1[NH:20][C@H:10]([CH2:9][O:8][Si:1]([C:4]([CH3:7])([CH3:6])[CH3:5])([CH3:2])[CH3:3])[CH2:11][NH:12][C:13](=[O:19])[O:14][C:15]([CH3:18])([CH3:17])[CH3:16])=[CH:29][CH:28]=[CH:27][CH:26]=2, predict the reactants needed to synthesize it. The reactants are: [Si:1]([O:8][CH2:9][C@@H:10]([NH:20][C:21]1[C:30]2[C:25](=[CH:26][CH:27]=[CH:28][CH:29]=2)[N:24]=[CH:23][C:22]=1[N+:31]([O-])=O)[CH2:11][NH:12][C:13](=[O:19])[O:14][C:15]([CH3:18])([CH3:17])[CH3:16])([C:4]([CH3:7])([CH3:6])[CH3:5])([CH3:3])[CH3:2]. (2) Given the product [Cl:40][C:8]1[C:7]2[C:12](=[CH:13][C:4]([O:3][CH2:1][CH3:2])=[CH:5][C:6]=2[O:15][CH2:16][C@H:17]2[CH2:21][CH2:20][CH2:19][N:18]2[C:22]([O:24][C:25]([CH3:28])([CH3:27])[CH3:26])=[O:23])[N:11]=[CH:10][N:9]=1, predict the reactants needed to synthesize it. The reactants are: [CH2:1]([O:3][C:4]1[CH:13]=[C:12]2[C:7]([C:8](=O)[NH:9][CH:10]=[N:11]2)=[C:6]([O:15][CH2:16][C@H:17]2[CH2:21][CH2:20][CH2:19][N:18]2[C:22]([O:24][C:25]([CH3:28])([CH3:27])[CH3:26])=[O:23])[CH:5]=1)[CH3:2].C(N(CC)C(C)C)(C)C.P(Cl)(Cl)([Cl:40])=O. (3) Given the product [CH:22]([NH:1][C:2]1[CH:7]=[C:6]([O:8][CH3:9])[CH:5]=[CH:4][C:3]=1[CH:10]1[CH2:19][CH2:18][C:17]2[CH:16]=[C:15]([OH:20])[CH:14]=[CH:13][C:12]=2[CH2:11]1)([CH3:24])[CH3:21], predict the reactants needed to synthesize it. The reactants are: [NH2:1][C:2]1[CH:7]=[C:6]([O:8][CH3:9])[CH:5]=[CH:4][C:3]=1[CH:10]1[CH2:19][CH2:18][C:17]2[CH:16]=[C:15]([OH:20])[CH:14]=[CH:13][C:12]=2[CH2:11]1.[CH3:21][C:22]([CH3:24])=O. (4) Given the product [CH3:19][O:18][C:16]1[N:17]=[C:12]([N:11]2[C:49](=[O:50])[N:33]([CH2:32][C:31]3[C:30]([F:29])=[CH:37][C:36]([F:38])=[CH:35][C:34]=3[F:39])[C:2]3[N:3]=[CH:4][CH:5]=[CH:6][C:7]=3[S:8]2(=[O:9])=[O:10])[CH:13]=[CH:14][C:15]=1[NH:43][CH3:47], predict the reactants needed to synthesize it. The reactants are: Cl[C:2]1[C:7]([S:8]([NH:11][C:12]2[N:17]=[C:16]([O:18][CH3:19])[C:15](CNC(=O)OC(C)(C)C)=[CH:14][CH:13]=2)(=[O:10])=[O:9])=[CH:6][CH:5]=[CH:4][N:3]=1.[F:29][C:30]1[CH:37]=[C:36]([F:38])[CH:35]=[C:34]([F:39])[C:31]=1[CH2:32][NH2:33].C([N:43]([CH2:47]C)C(C)C)(C)C.[C:49](N1C=CN=C1)(N1C=CN=C1)=[O:50].C(N(CC)CC)C.FC1C=C(OC)C=C(F)C=1CN1C2N=CC=CC=2S(=O)(=O)N(C2C=CC(OC)=C(OC)C=2)C1=O.C(O)(C(F)(F)F)=O.FC1C=C(OC)C=C(F)C=1CN1C2C=CC=CC=2S(=O)(=O)N(C2C=CC(OC)=C(NC)N=2)C1=O. (5) Given the product [NH2:22][C:11]1[N:10]([CH3:23])[N:9]=[C:8]([O:7][CH2:6][CH2:5][OH:4])[C:12]=1[C:13]1[CH:21]=[CH:20][C:16]2[O:17][CH2:18][O:19][C:15]=2[CH:14]=1, predict the reactants needed to synthesize it. The reactants are: C([O:4][CH2:5][CH2:6][O:7][C:8]1[C:12]([C:13]2[CH:21]=[CH:20][C:16]3[O:17][CH2:18][O:19][C:15]=3[CH:14]=2)=[C:11]([NH2:22])[N:10]([CH3:23])[N:9]=1)(=O)C.[Na].[Cl-].[NH4+]. (6) Given the product [Br:1][C:2]1[CH:3]=[C:4]2[C:13](=[CH:14][CH:15]=1)[C:12]1[C:7](=[CH:8][C:9]([Br:16])=[CH:10][CH:11]=1)[C:6]1[N:25]=[CH:22][CH:23]=[N:24][C:5]2=1, predict the reactants needed to synthesize it. The reactants are: [Br:1][C:2]1[CH:15]=[CH:14][C:13]2[C:12]3[C:7](=[CH:8][C:9]([Br:16])=[CH:10][CH:11]=3)[C:6](=O)[C:5](=O)[C:4]=2[CH:3]=1.C(O)C.[CH2:22]([NH2:25])[CH2:23][NH2:24]. (7) Given the product [CH:1]([N:4]1[CH2:5][CH2:6][N:7]([C:10]2[CH:15]=[CH:14][C:13]([NH2:16])=[N:12][C:11]=2[CH3:19])[CH2:8][CH2:9]1)([CH3:3])[CH3:2], predict the reactants needed to synthesize it. The reactants are: [CH:1]([N:4]1[CH2:9][CH2:8][N:7]([C:10]2[C:11]([CH3:19])=[N:12][C:13]([N+:16]([O-])=O)=[CH:14][CH:15]=2)[CH2:6][CH2:5]1)([CH3:3])[CH3:2]. (8) The reactants are: [CH:1]1[C:10]2[C:5](=[CH:6][CH:7]=[CH:8][CH:9]=2)[CH:4]=[CH:3][C:2]=1[CH2:11][C:12]1[O:13][C:14]([CH3:34])=[C:15]([CH3:33])[C:16]=1[C:17]([C:19]1[CH:24]=[C:23]([CH:25]([CH3:27])[CH3:26])[C:22]([O:28]C)=[C:21]([CH:30]([CH3:32])[CH3:31])[CH:20]=1)=[O:18].[B]. Given the product [CH:1]1[C:10]2[C:5](=[CH:6][CH:7]=[CH:8][CH:9]=2)[CH:4]=[CH:3][C:2]=1[CH2:11][C:12]1[O:13][C:14]([CH3:34])=[C:15]([CH3:33])[C:16]=1[C:17]([C:19]1[CH:20]=[C:21]([CH:30]([CH3:31])[CH3:32])[C:22]([OH:28])=[C:23]([CH:25]([CH3:27])[CH3:26])[CH:24]=1)=[O:18], predict the reactants needed to synthesize it. (9) Given the product [N:20]1([C:28]2[N:33]=[C:32]([NH:34][C:2]3[C:3]4[N:4]([N:17]=[CH:18][N:19]=4)[CH:5]=[C:6]([C:8]4[CH:9]=[C:10]([CH:14]=[CH:15][CH:16]=4)[C:11]([NH2:13])=[O:12])[CH:7]=3)[CH:31]=[CH:30][CH:29]=2)[CH2:24][CH2:23][C@@H:22]2[CH2:25][CH2:26][CH2:27][C@H:21]12, predict the reactants needed to synthesize it. The reactants are: Br[C:2]1[C:3]2[N:4]([N:17]=[CH:18][N:19]=2)[CH:5]=[C:6]([C:8]2[CH:9]=[C:10]([CH:14]=[CH:15][CH:16]=2)[C:11]([NH2:13])=[O:12])[CH:7]=1.[N:20]1([C:28]2[N:33]=[C:32]([NH2:34])[CH:31]=[CH:30][CH:29]=2)[CH2:24][CH2:23][C@@H:22]2[CH2:25][CH2:26][CH2:27][C@H:21]12.C1C=CC(P(C2C(C3C(P(C4C=CC=CC=4)C4C=CC=CC=4)=CC=C4C=3C=CC=C4)=C3C(C=CC=C3)=CC=2)C2C=CC=CC=2)=CC=1.C([O-])([O-])=O.[Cs+].[Cs+].